From a dataset of Forward reaction prediction with 1.9M reactions from USPTO patents (1976-2016). Predict the product of the given reaction. (1) Given the reactants FC(F)(F)S(O[C:7]1[CH:12]=[CH:11][CH:10]=[C:9]([S:13]([C:16]2([CH3:31])[CH2:21][CH2:20][O:19][CH:18]([C:22]3[CH:27]=[CH:26][C:25]([S:28][CH3:29])=[CH:24][C:23]=3[F:30])[CH2:17]2)(=[O:15])=[O:14])[CH:8]=1)(=O)=O.C(=O)([O-])[O-].[Cs+].[Cs+].[CH:40]1(B(O)O)[CH2:42][CH2:41]1.C(Cl)Cl, predict the reaction product. The product is: [CH:40]1([C:7]2[CH:8]=[C:9]([S:13]([C:16]3([CH3:31])[CH2:21][CH2:20][O:19][CH:18]([C:22]4[CH:27]=[CH:26][C:25]([S:28][CH3:29])=[CH:24][C:23]=4[F:30])[CH2:17]3)(=[O:14])=[O:15])[CH:10]=[CH:11][CH:12]=2)[CH2:42][CH2:41]1. (2) Given the reactants [C:1]([O:5][C:6]([NH:8][C@@H:9]([C:13]1([CH3:19])[CH2:18][CH2:17][CH2:16][CH2:15][CH2:14]1)[C:10]([OH:12])=O)=[O:7])([CH3:4])([CH3:3])[CH3:2].CN(C(ON1N=NC2C=CC=NC1=2)=[N+](C)C)C.F[P-](F)(F)(F)(F)F.CCN(C(C)C)C(C)C.[N:53]1([S:58]([NH:61][C:62]([C@@:64]2([NH:69][C:70]([C@@H:72]3[CH2:83][C@:75]4([C:80]([CH3:82])([CH3:81])[C:76]54[CH2:79][CH2:78][CH2:77]5)[CH2:74][N:73]3[C:84](=[O:94])[C@@H:85]([NH2:93])[C:86]3(C)[CH2:91][CH2:90][O:89][CH2:88][CH2:87]3)=[O:71])[CH2:66][C@H:65]2[CH:67]=[CH2:68])=[O:63])(=[O:60])=[O:59])[CH2:57][CH2:56][CH2:55][CH2:54]1, predict the reaction product. The product is: [C:1]([O:5][C:6](=[O:7])[NH:8][C@H:9]([C:10](=[O:12])[NH:93][C@@H:85]([CH:86]1[CH2:91][CH2:90][O:89][CH2:88][CH2:87]1)[C:84]([N:73]1[C@H:72]([C:70](=[O:71])[NH:69][C@:64]2([C:62]([NH:61][S:58]([N:53]3[CH2:57][CH2:56][CH2:55][CH2:54]3)(=[O:59])=[O:60])=[O:63])[CH2:66][C@H:65]2[CH:67]=[CH2:68])[CH2:83][C@:75]2([C:80]([CH3:82])([CH3:81])[C:76]32[CH2:79][CH2:78][CH2:77]3)[CH2:74]1)=[O:94])[C:13]1([CH3:19])[CH2:18][CH2:17][CH2:16][CH2:15][CH2:14]1)([CH3:2])([CH3:3])[CH3:4]. (3) Given the reactants [OH:1][C:2]1[CH:3]=[CH:4][C:5]2[C:13]3[C:9](=[C:10]([C:14]([O:16]C)=[O:15])[NH:11][N:12]=3)[CH2:8][CH:7]([CH3:18])[C:6]=2[CH:19]=1.O.[OH-].[Li+], predict the reaction product. The product is: [OH:1][C:2]1[CH:3]=[CH:4][C:5]2[C:13]3[C:9](=[C:10]([C:14]([OH:16])=[O:15])[NH:11][N:12]=3)[CH2:8][CH:7]([CH3:18])[C:6]=2[CH:19]=1. (4) Given the reactants Br[C:2]1[CH:3]=[C:4]([CH:20]([CH3:22])[CH3:21])[CH:5]=[C:6]2[C:10]=1[NH:9][C:8]1[C:11]([CH2:17][CH2:18][OH:19])([CH2:15][CH3:16])[O:12][CH2:13][CH2:14][C:7]2=1.[C:23]([C:25]1[CH:26]=[C:27](B(O)O)[CH:28]=[CH:29][CH:30]=1)#[N:24], predict the reaction product. The product is: [C:23]([C:25]1[CH:30]=[C:29]([C:2]2[CH:3]=[C:4]([CH:20]([CH3:21])[CH3:22])[CH:5]=[C:6]3[C:10]=2[NH:9][C:8]2[C:11]([CH2:17][CH2:18][OH:19])([CH2:15][CH3:16])[O:12][CH2:13][CH2:14][C:7]3=2)[CH:28]=[CH:27][CH:26]=1)#[N:24]. (5) Given the reactants [Si]([O:18][CH2:19][C@H:20]1[C@@H:29]2[C@:24]([OH:30])([CH2:25][CH2:26][CH2:27][O:28]2)[C@H:23]([NH:31][C:32]2[CH:37]=[CH:36][C:35]([F:38])=[CH:34][CH:33]=2)[CH2:22][CH2:21]1)(C(C)(C)C)(C1C=CC=CC=1)C1C=CC=CC=1, predict the reaction product. The product is: [F:38][C:35]1[CH:34]=[CH:33][C:32]([NH:31][C@@H:23]2[CH2:22][CH2:21][C@@H:20]([CH2:19][OH:18])[C@@H:29]3[C@@:24]2([OH:30])[CH2:25][CH2:26][CH2:27][O:28]3)=[CH:37][CH:36]=1. (6) Given the reactants [NH2:1][C:2]1[CH:6]=[CH:5][S:4][C:3]=1[C:7]([O:9]C)=O.[NH2:11][C:12](N)=[O:13].[OH-].[Na+], predict the reaction product. The product is: [NH:1]1[C:2]2[CH:6]=[CH:5][S:4][C:3]=2[C:7](=[O:9])[NH:11][C:12]1=[O:13].